This data is from Forward reaction prediction with 1.9M reactions from USPTO patents (1976-2016). The task is: Predict the product of the given reaction. (1) Given the reactants [N:1]([Si](C)(C)C)=[N+:2]=[N-:3].[NH2:8][C:9]1[CH:10]=[C:11]([C:15]#[CH:16])[CH:12]=[CH:13][CH:14]=1, predict the reaction product. The product is: [N:1]1[NH:2][N:3]=[C:15]([C:11]2[CH:10]=[C:9]([NH2:8])[CH:14]=[CH:13][CH:12]=2)[CH:16]=1. (2) Given the reactants C(=O)([O-])[O-].[K+].[K+].[Br:7][C:8]1[CH:13]=[CH:12][C:11]([OH:14])=[CH:10][CH:9]=1.Br[CH2:16][C:17]([C:19]1[CH:24]=[CH:23][C:22]([O:25][CH3:26])=[CH:21][CH:20]=1)=[O:18], predict the reaction product. The product is: [Br:7][C:8]1[CH:13]=[CH:12][C:11]([O:14][CH2:16][C:17]([C:19]2[CH:24]=[CH:23][C:22]([O:25][CH3:26])=[CH:21][CH:20]=2)=[O:18])=[CH:10][CH:9]=1. (3) The product is: [CH3:9][O:8][C:6]1[N:7]=[C:2]([N:13]2[CH2:17][CH2:16][CH:15]([OH:18])[CH2:14]2)[CH:3]=[CH:4][C:5]=1[N+:10]([O-:12])=[O:11]. Given the reactants Cl[C:2]1[N:7]=[C:6]([O:8][CH3:9])[C:5]([N+:10]([O-:12])=[O:11])=[CH:4][CH:3]=1.[NH:13]1[CH2:17][CH2:16][CH:15]([OH:18])[CH2:14]1, predict the reaction product. (4) Given the reactants [NH2:1][C:2]1[S:6][C:5]([C:7]2[CH:12]=[CH:11][C:10]([Cl:13])=[CH:9][CH:8]=2)=[N:4][C:3]=1[C:14]([OH:16])=O.[NH2:17][C@@H:18]([CH:23]1[CH2:28][CH2:27][CH2:26][CH2:25][CH2:24]1)[C:19]([O:21][CH3:22])=[O:20].C(N(CC)CC)C.CN(C(ON1N=NC2C=CC=NC1=2)=[N+](C)C)C.F[P-](F)(F)(F)(F)F, predict the reaction product. The product is: [NH2:1][C:2]1[S:6][C:5]([C:7]2[CH:8]=[CH:9][C:10]([Cl:13])=[CH:11][CH:12]=2)=[N:4][C:3]=1[C:14]([NH:17][C@@H:18]([CH:23]1[CH2:28][CH2:27][CH2:26][CH2:25][CH2:24]1)[C:19]([O:21][CH3:22])=[O:20])=[O:16]. (5) Given the reactants N(C(OC(C)C)=O)=NC(OC(C)C)=O.[Cl:15][C:16]1[C:25]2[C:20](=[CH:21][C:22]([OH:28])=[C:23]([O:26][CH3:27])[CH:24]=2)[N:19]=[CH:18][C:17]=1[C:29]#[N:30].O[CH2:32][CH2:33][CH2:34][N:35]1[CH2:40][CH2:39][N:38]([CH3:41])[CH2:37][CH2:36]1.C1(P(C2C=CC=CC=2)C2C=CC=CC=2)C=CC=CC=1, predict the reaction product. The product is: [Cl:15][C:16]1[C:25]2[C:20](=[CH:21][C:22]([O:28][CH2:32][CH2:33][CH2:34][N:35]3[CH2:40][CH2:39][N:38]([CH3:41])[CH2:37][CH2:36]3)=[C:23]([O:26][CH3:27])[CH:24]=2)[N:19]=[CH:18][C:17]=1[C:29]#[N:30]. (6) Given the reactants [CH2:1]([NH:3][C:4]([NH:6][C:7]1[S:8][C:9]2[CH:43]=[CH:42][CH:41]=[CH:40][C:10]=2[C:11]=1[C:12]([N:14]1[CH2:19][CH2:18][CH:17]([N:20]2[CH2:25][CH2:24][N:23](C(=O)C(F)(F)F)[CH:22]([C:32]([N:34]3[CH2:39][CH2:38][O:37][CH2:36][CH2:35]3)=[O:33])[CH2:21]2)[CH2:16][CH2:15]1)=[O:13])=[O:5])[CH3:2].C(=O)([O-])[O-].[K+].[K+], predict the reaction product. The product is: [CH2:1]([NH:3][C:4]([NH:6][C:7]1[S:8][C:9]2[CH:43]=[CH:42][CH:41]=[CH:40][C:10]=2[C:11]=1[C:12]([N:14]1[CH2:15][CH2:16][CH:17]([N:20]2[CH2:25][CH2:24][NH:23][CH:22]([C:32]([N:34]3[CH2:39][CH2:38][O:37][CH2:36][CH2:35]3)=[O:33])[CH2:21]2)[CH2:18][CH2:19]1)=[O:13])=[O:5])[CH3:2].